The task is: Predict the reaction yield, written as a fraction of the theoretical maximum amount of product (1.0 means a 100% yield; for example, 0.34 means a 34% yield).. This data is from Reaction yield outcomes from USPTO patents with 853,638 reactions. (1) The yield is 0.202. The catalyst is C(#N)C.CN(C)C1C=CN=CC=1.O. The product is [Br:1][C:2]1[CH:3]=[CH:4][C:5]([CH2:6][N:7]2[CH2:8][C:9](=[O:10])[NH:11][C:14]2=[O:15])=[CH:12][CH:13]=1. The reactants are [Br:1][C:2]1[CH:13]=[CH:12][C:5]([CH2:6][NH:7][CH2:8][C:9]([NH2:11])=[O:10])=[CH:4][CH:3]=1.[C:14](N1C=CN=C1)(N1C=CN=C1)=[O:15]. (2) The catalyst is O. The yield is 0.740. The reactants are [CH:1]([C:3]1[C:11]2[O:10][C:9]([C:12]([O:14]CC)=[O:13])=[CH:8][C:7]=2[C:6]([O:17][CH3:18])=[CH:5][CH:4]=1)=[O:2].C(C1C2OC(C([O-])=O)=CC=2C(OC)=CC=1)=O.C(=O)([O-])[O-].[Na+].[Na+]. The product is [CH:1]([C:3]1[C:11]2[O:10][C:9]([C:12]([OH:14])=[O:13])=[CH:8][C:7]=2[C:6]([O:17][CH3:18])=[CH:5][CH:4]=1)=[O:2]. (3) The reactants are [CH2:1]([O:3][C:4](=[O:38])[CH2:5][CH2:6][CH2:7][O:8][C:9]1[CH:14]=[CH:13][CH:12]=[C:11]([CH2:15][CH2:16][CH2:17][CH2:18][CH2:19][CH2:20][O:21][C:22]2[CH:27]=[C:26]([CH2:28][OH:29])[CH:25]=[C:24]([Br:30])[CH:23]=2)[C:10]=1[CH2:31][CH2:32][C:33]([O:35][CH2:36][CH3:37])=[O:34])[CH3:2].[CH3:39][S:40](Cl)(=[O:42])=[O:41].CO.CCOC(C)=O. The catalyst is C(Cl)Cl.CN(C1C=CN=CC=1)C. The product is [CH2:1]([O:3][C:4](=[O:38])[CH2:5][CH2:6][CH2:7][O:8][C:9]1[CH:14]=[CH:13][CH:12]=[C:11]([CH2:15][CH2:16][CH2:17][CH2:18][CH2:19][CH2:20][O:21][C:22]2[CH:27]=[C:26]([CH2:28][O:29][S:40]([CH3:39])(=[O:42])=[O:41])[CH:25]=[C:24]([Br:30])[CH:23]=2)[C:10]=1[CH2:31][CH2:32][C:33]([O:35][CH2:36][CH3:37])=[O:34])[CH3:2]. The yield is 0.740. (4) The reactants are [ClH:1].CCOCC.[F:7][C:8]1[CH:13]=[CH:12][CH:11]=[C:10]([OH:14])[C:9]=1[C:15]1[N:24]=[C:23]([N:25]2[CH2:29][CH2:28][C@@H:27]([NH:30][C:31]([CH:33]3[CH2:35][CH2:34]3)=[O:32])[CH2:26]2)[C:22]2[C:17](=[CH:18][C:19]([CH3:36])=[CH:20][CH:21]=2)[N:16]=1. The catalyst is C(Cl)Cl. The product is [ClH:1].[F:7][C:8]1[CH:13]=[CH:12][CH:11]=[C:10]([OH:14])[C:9]=1[C:15]1[N:24]=[C:23]([N:25]2[CH2:29][CH2:28][C@@H:27]([NH:30][C:31]([CH:33]3[CH2:34][CH2:35]3)=[O:32])[CH2:26]2)[C:22]2[C:17](=[CH:18][C:19]([CH3:36])=[CH:20][CH:21]=2)[N:16]=1. The yield is 0.950. (5) The reactants are [CH2:1]([O:3][C:4]([N:6]1[CH2:11][CH2:10][CH:9]([C:12]2[C:20]3[C:15](=[CH:16][CH:17]=[CH:18][CH:19]=3)[NH:14][CH:13]=2)[CH2:8][CH2:7]1)=[O:5])[CH3:2].Br[CH2:22][CH2:23][O:24][CH3:25]. No catalyst specified. The product is [CH2:1]([O:3][C:4]([N:6]1[CH2:11][CH2:10][CH:9]([C:12]2[C:20]3[C:15](=[CH:16][CH:17]=[CH:18][CH:19]=3)[N:14]([CH2:22][CH2:23][O:24][CH3:25])[CH:13]=2)[CH2:8][CH2:7]1)=[O:5])[CH3:2]. The yield is 0.980.